Dataset: Catalyst prediction with 721,799 reactions and 888 catalyst types from USPTO. Task: Predict which catalyst facilitates the given reaction. Reactant: [CH2:1]([O:8][C:9]([NH:11][CH2:12][CH2:13][CH2:14][NH:15][C:16]1[CH:21]=[CH:20][CH:19]=[CH:18][C:17]=1[C:22](=[O:38])[CH2:23][CH2:24][CH:25]1[CH2:30][CH2:29][N:28]([C:31]([O:33][C:34]([CH3:37])([CH3:36])[CH3:35])=[O:32])[CH2:27][CH2:26]1)=[O:10])[C:2]1[CH:7]=[CH:6][CH:5]=[CH:4][CH:3]=1.C(N(C(C)C)CC)(C)C.Cl[C:49](=[O:54])[C:50]([O:52][CH3:53])=[O:51]. Product: [CH2:1]([O:8][C:9]([NH:11][CH2:12][CH2:13][CH2:14][N:15]([C:16]1[CH:21]=[CH:20][CH:19]=[CH:18][C:17]=1[C:22](=[O:38])[CH2:23][CH2:24][CH:25]1[CH2:26][CH2:27][N:28]([C:31]([O:33][C:34]([CH3:35])([CH3:37])[CH3:36])=[O:32])[CH2:29][CH2:30]1)[C:49](=[O:54])[C:50]([O:52][CH3:53])=[O:51])=[O:10])[C:2]1[CH:7]=[CH:6][CH:5]=[CH:4][CH:3]=1. The catalyst class is: 96.